This data is from hERG Central: cardiac toxicity at 1µM, 10µM, and general inhibition. The task is: Predict hERG channel inhibition at various concentrations. (1) Results: hERG_inhib (hERG inhibition (general)): blocker. The compound is COc1ccc2ncc(S(=O)(=O)c3ccccc3)c(N3CCC4(CC3)OCCO4)c2c1. (2) Results: hERG_inhib (hERG inhibition (general)): blocker. The drug is CCOC(=O)c1cc2c(=O)n3ccccc3nc2n(Cc2ccco2)c1=NC(=O)c1ccc(OC)cc1OC. (3) The drug is COc1ccc(CCC(=O)NCCS(=O)(=O)N2CCN(c3ccccc3F)CC2)cc1. Results: hERG_inhib (hERG inhibition (general)): blocker. (4) The compound is O=C(NCC(c1ccco1)N1CCc2ccccc2C1)c1cccc(F)c1. Results: hERG_inhib (hERG inhibition (general)): blocker. (5) The compound is Cn1cc(C(=O)c2ccc(F)cc2)cc1-c1nc2ccccc2n1C. Results: hERG_inhib (hERG inhibition (general)): blocker.